Task: Predict the reaction yield, written as a fraction of the theoretical maximum amount of product (1.0 means a 100% yield; for example, 0.34 means a 34% yield).. Dataset: Reaction yield outcomes from USPTO patents with 853,638 reactions (1) The reactants are [NH:1]1[CH2:6][CH2:5][O:4][C:3]2[N:7]=[CH:8][C:9]([C:11]3[CH:16]=[CH:15][C:14]([C:17](=[O:19])[CH3:18])=[CH:13][CH:12]=3)=[CH:10][C:2]1=2.[Br:20][C:21]1[CH:22]=[C:23]([CH:27]=[C:28]([Br:32])[C:29]=1[O:30][CH3:31])[C:24](Cl)=[O:25].C(N(CC)CC)C.O. The catalyst is ClCCl. The product is [Br:20][C:21]1[CH:22]=[C:23]([CH:27]=[C:28]([Br:32])[C:29]=1[O:30][CH3:31])[C:24]([N:1]1[CH2:6][CH2:5][O:4][C:3]2[N:7]=[CH:8][C:9]([C:11]3[CH:16]=[CH:15][C:14]([C:17](=[O:19])[CH3:18])=[CH:13][CH:12]=3)=[CH:10][C:2]1=2)=[O:25]. The yield is 0.940. (2) The reactants are Cl[C:2](Cl)([O:4]C(=O)OC(Cl)(Cl)Cl)Cl.C(O)(=O)C.[NH2:17][C:18]([C:21]1[CH:26]=[CH:25][C:24]([NH:27][C:28]([C:30]2[NH:31][CH:32]=[C:33]([C:35]#[N:36])[N:34]=2)=[O:29])=[C:23]([C:37]2[CH2:42][CH2:41][CH2:40][CH2:39][CH:38]=2)[CH:22]=1)([CH3:20])[CH3:19].CCN(C(C)C)C(C)C.[NH2:52][CH2:53][CH2:54][OH:55]. The catalyst is C1COCC1.[Cl-].[Na+].O. The product is [C:37]1([C:23]2[CH:22]=[C:21]([C:18]([NH:17][C:2]([NH:52][CH2:53][CH2:54][OH:55])=[O:4])([CH3:20])[CH3:19])[CH:26]=[CH:25][C:24]=2[NH:27][C:28]([C:30]2[NH:31][CH:32]=[C:33]([C:35]#[N:36])[N:34]=2)=[O:29])[CH2:42][CH2:41][CH2:40][CH2:39][CH:38]=1. The yield is 0.350. (3) The yield is 0.930. The product is [N:5]1([C:1](=[O:4])[CH2:2][CH3:3])[CH2:10][CH2:9][NH:8][CH2:7][CH2:6]1. The reactants are [C:1]([N:5]1[CH2:10][CH2:9][N:8](C(OCC2C=CC=CC=2)=O)[CH2:7][CH2:6]1)(=[O:4])[CH2:2][CH3:3].[H][H]. The catalyst is [Pd].C(O)C. (4) The reactants are [C:12]([O:11][C:9](O[C:9]([O:11][C:12]([CH3:15])([CH3:14])[CH3:13])=[O:10])=[O:10])([CH3:15])([CH3:14])[CH3:13].[CH2:16]([NH:19][C:20]1[N:21]=[C:22]([NH2:30])[C:23]2[S:28][CH:27]=[C:26]([CH3:29])[C:24]=2[N:25]=1)[CH:17]=[CH2:18].C(O)(C)(C)C.C(OCC)(=O)C.CCCCCC. The catalyst is C(#N)C. The product is [CH2:16]([NH:19][C:20]1[N:21]=[C:22]([NH:30][C:9]([O:11][C:12]([CH3:13])([CH3:14])[CH3:15])=[O:10])[C:23]2[S:28][CH:27]=[C:26]([CH3:29])[C:24]=2[N:25]=1)[CH:17]=[CH2:18]. The yield is 0.169.